Task: Predict the product of the given reaction.. Dataset: Forward reaction prediction with 1.9M reactions from USPTO patents (1976-2016) Given the reactants [NH2:1][C@H:2]([C:4]1[CH:9]=[CH:8][C:7]([C:10]([N:12]2[CH2:17][CH2:16][CH2:15][CH2:14][CH2:13]2)=[O:11])=[C:6]([F:18])[CH:5]=1)[CH3:3].Cl[C:20]1[N:25]=[C:24]([N:26]2[C@@H:30]([CH:31]([CH3:33])[CH3:32])[CH2:29][O:28][C:27]2=[O:34])[CH:23]=[CH:22][N:21]=1.CCN(C(C)C)C(C)C, predict the reaction product. The product is: [F:18][C:6]1[CH:5]=[C:4]([C@@H:2]([NH:1][C:20]2[N:25]=[C:24]([N:26]3[C@@H:30]([CH:31]([CH3:32])[CH3:33])[CH2:29][O:28][C:27]3=[O:34])[CH:23]=[CH:22][N:21]=2)[CH3:3])[CH:9]=[CH:8][C:7]=1[C:10]([N:12]1[CH2:13][CH2:14][CH2:15][CH2:16][CH2:17]1)=[O:11].